This data is from Full USPTO retrosynthesis dataset with 1.9M reactions from patents (1976-2016). The task is: Predict the reactants needed to synthesize the given product. (1) Given the product [CH2:29]([O:28][C:17]1[CH:18]=[C:19]([CH2:22][CH2:23][C:24]([O:26][CH3:27])=[O:25])[CH:20]=[CH:21][C:16]=1[C:14]1[CH:13]=[CH:12][CH:11]=[C:10]([NH:9][CH3:8])[N:15]=1)[CH3:30], predict the reactants needed to synthesize it. The reactants are: C(OC([CH2:8][NH:9][C:10]1[N:15]=[C:14]([C:16]2[CH:21]=[CH:20][C:19]([CH2:22][CH2:23][C:24]([O:26][CH3:27])=[O:25])=[CH:18][C:17]=2[O:28][CH2:29][CH3:30])[CH:13]=[CH:12][CH:11]=1)=O)(C)(C)C.FC(F)(F)C(O)=O.C(=O)([O-])O.[Na+]. (2) Given the product [CH3:20][C:6]1[CH:5]=[C:4]([CH2:3][C:21]2[CH:26]=[CH:25][N:24]=[CH:23][N:22]=2)[C:9](=[O:10])[N:8]2[C:11]3([CH2:19][CH2:18][CH2:17][CH2:16][CH2:15]3)[NH:12][C:13](=[O:14])[C:7]=12, predict the reactants needed to synthesize it. The reactants are: N(=[C:3]([C:21]1[CH:26]=[CH:25][N:24]=[CH:23][N:22]=1)[C:4]1[C:9](=[O:10])[N:8]2[C:11]3([CH2:19][CH2:18][CH2:17][CH2:16][CH2:15]3)[NH:12][C:13](=[O:14])[C:7]2=[C:6]([CH3:20])[CH:5]=1)N.CC(C)([O-])C.[K+].[Cl-].[NH4+]. (3) Given the product [N:30]1([C:27]2[CH:26]=[CH:25][C:24]([NH:23][C:20]3[N:19]=[CH:18][C:17]4=[CH:16][CH:15]=[C:14]([C:16]5[CH2:17][CH2:18][NH:19][CH2:37][CH:38]=5)[N:22]4[N:21]=3)=[CH:29][CH:28]=2)[CH2:31][CH2:32][O:33][CH2:34][CH2:35]1, predict the reactants needed to synthesize it. The reactants are: C(OC(N1CCCCC1[C:14]1[N:22]2[C:17]([CH:18]=[N:19][C:20]([NH:23][C:24]3[CH:29]=[CH:28][C:27]([N:30]4[CH2:35][CH2:34][O:33][CH2:32][CH2:31]4)=[CH:26][CH:25]=3)=[N:21]2)=[CH:16][CH:15]=1)=O)(C)(C)C.F[C:37](F)(F)[C:38](O)=O. (4) Given the product [CH2:15]([N:13]1[C:12](=[O:19])[C:11]([CH2:20][O:21][S:22]([CH3:25])(=[O:23])=[O:24])=[CH:10][C:9]([C:4]2[CH:3]=[CH:2][CH:7]=[CH:6][CH:5]=2)=[N:14]1)[CH:16]([CH3:18])[CH3:17], predict the reactants needed to synthesize it. The reactants are: F[C:2]1[CH:3]=[C:4]([C:9]2[CH:10]=[C:11]([CH2:20][O:21][S:22]([CH3:25])(=[O:24])=[O:23])[C:12](=[O:19])[N:13]([CH2:15][CH:16]([CH3:18])[CH3:17])[N:14]=2)[CH:5]=[CH:6][C:7]=1C.OCC1C(=O)N(CC(C)C)N=C(C2C=CC=CC=2)C=1. (5) Given the product [NH2:26][C:2]1[N:10]=[C:9]([C:11]([F:14])([F:13])[F:12])[CH:8]=[CH:7][C:3]=1[C:4]([OH:6])=[O:5], predict the reactants needed to synthesize it. The reactants are: Cl[C:2]1[N:10]=[C:9]([C:11]([F:14])([F:13])[F:12])[CH:8]=[CH:7][C:3]=1[C:4]([OH:6])=[O:5].COC1C=C(OC)C=CC=1C[NH2:26].C(O)(C(F)(F)F)=O. (6) Given the product [Cl:36][C:37]1[CH:45]=[CH:44][CH:43]=[C:42]([CH3:46])[C:38]=1[C:39]([NH:22][C@H:21]([C:23]([OH:25])=[O:24])[CH2:20][C:19]1[CH:18]=[CH:17][C:16]([C:13]2[CH2:12][CH2:11][N:10]([S:7]([C:3]3[CH:2]=[N:1][CH:6]=[CH:5][CH:4]=3)(=[O:8])=[O:9])[CH2:15][CH:14]=2)=[CH:28][CH:27]=1)=[O:40], predict the reactants needed to synthesize it. The reactants are: [N:1]1[CH:6]=[CH:5][CH:4]=[C:3]([S:7]([N:10]2[CH2:15][CH:14]=[C:13]([C:16]3[CH:28]=[CH:27][C:19]([CH2:20][C@@H:21]([C:23]([O:25]C)=[O:24])[NH2:22])=[CH:18][CH:17]=3)[CH2:12][CH2:11]2)(=[O:9])=[O:8])[CH:2]=1.C(N(CC)CC)C.[Cl:36][C:37]1[CH:45]=[CH:44][CH:43]=[C:42]([CH3:46])[C:38]=1[C:39](O)=[O:40].CN(C(ON1N=NC2C=CC=NC1=2)=[N+](C)C)C.F[P-](F)(F)(F)(F)F. (7) Given the product [CH3:1][O:2][C:3](=[O:12])[C:4]1[CH:9]=[CH:8][C:7]([Cl:10])=[C:6]([C:26](=[O:27])[C:25]2[CH:29]=[CH:30][C:31]([N+:33]([O-:35])=[O:34])=[CH:32][C:24]=2[Cl:23])[CH:5]=1, predict the reactants needed to synthesize it. The reactants are: [CH3:1][O:2][C:3](=[O:12])[C:4]1[CH:9]=[CH:8][C:7]([Cl:10])=[C:6](I)[CH:5]=1.C([Mg]Cl)(C)C.C1COCC1.[Cl:23][C:24]1[CH:32]=[C:31]([N+:33]([O-:35])=[O:34])[CH:30]=[CH:29][C:25]=1[C:26](Cl)=[O:27]. (8) Given the product [ClH:38].[ClH:38].[CH2:1]([N:3]1[CH2:4][CH2:5][N:6]([C:9]2[C:18]3[C:13](=[CH:14][CH:15]=[CH:16][CH:17]=3)[CH:12]=[C:11]([C:19]3[CH:20]=[CH:21][C:22]([CH2:25][CH2:26][C:27]([OH:29])([CH3:30])[CH3:28])=[CH:23][CH:24]=3)[N:10]=2)[CH2:7][CH2:8]1)[CH3:2], predict the reactants needed to synthesize it. The reactants are: [CH2:1]([N:3]1[CH2:8][CH2:7][N:6]([C:9]2[C:18]3[C:13](=[CH:14][CH:15]=[CH:16][CH:17]=3)[CH:12]=[C:11]([C:19]3[CH:24]=[CH:23][C:22]([CH2:25][CH2:26][C:27](=[O:29])[CH3:28])=[CH:21][CH:20]=3)[N:10]=2)[CH2:5][CH2:4]1)[CH3:2].[CH3:30][Mg]Br.CCOCC.[Cl-:38].[NH4+]. (9) Given the product [C:1]([O:5][C:6](=[O:21])[C:7]([CH3:8])([S:9][C:10]1[CH:11]=[CH:12][C:13]([C:14]([OH:16])=[O:15])=[CH:18][CH:19]=1)[CH3:20])([CH3:2])([CH3:3])[CH3:4], predict the reactants needed to synthesize it. The reactants are: [C:1]([O:5][C:6](=[O:21])[C:7]([CH3:20])([S:9][C:10]1[CH:19]=[CH:18][C:13]([C:14]([O:16]C)=[O:15])=[CH:12][CH:11]=1)[CH3:8])([CH3:4])([CH3:3])[CH3:2].[OH-].[K+].C1COCC1.Cl.